Task: Predict the reactants needed to synthesize the given product.. Dataset: Full USPTO retrosynthesis dataset with 1.9M reactions from patents (1976-2016) Given the product [F:8][C:9]1[CH:14]=[CH:13][C:12]([F:15])=[CH:11][C:10]=1[C@:16]([OH:17])([C@H:19]([OH:21])[CH3:20])[CH2:18][N:1]1[CH:5]=[N:4][CH:3]=[N:2]1, predict the reactants needed to synthesize it. The reactants are: [NH:1]1[CH:5]=[N:4][CH:3]=[N:2]1.[H-].[Na+].[F:8][C:9]1[CH:14]=[CH:13][C:12]([F:15])=[CH:11][C:10]=1[C@@:16]1([C@@H:19]([OH:21])[CH3:20])[CH2:18][O:17]1.C(O)(=O)C(O)=O.